Dataset: Full USPTO retrosynthesis dataset with 1.9M reactions from patents (1976-2016). Task: Predict the reactants needed to synthesize the given product. (1) Given the product [CH3:1][N:2]1[C:6]2[C:7]([CH3:11])=[CH:8][CH:9]=[CH:10][C:5]=2[N:4]=[C:3]1[CH2:12][CH:13]1[CH2:18][CH2:17][NH:16][CH2:15][CH2:14]1, predict the reactants needed to synthesize it. The reactants are: [CH3:1][N:2]1[C:6]2[C:7]([CH3:11])=[CH:8][CH:9]=[CH:10][C:5]=2[N:4]=[C:3]1[CH2:12][CH:13]1[CH2:18][CH2:17][N:16](C(OC(C)(C)C)=O)[CH2:15][CH2:14]1.FC(F)(F)C(O)=O. (2) The reactants are: [C:1]([C:3]1[C:4]([N:17]2[CH2:22][CH2:21][CH:20]([C:23](O)=[O:24])[CH2:19][CH2:18]2)=[N:5][C:6]([CH:14]([F:16])[F:15])=[C:7]([C:9]([O:11][CH2:12][CH3:13])=[O:10])[CH:8]=1)#[N:2].[F:26][C:27]1[CH:32]=[CH:31][C:30]([CH2:33][S:34]([NH2:37])(=[O:36])=[O:35])=[CH:29][C:28]=1[CH3:38]. Given the product [C:1]([C:3]1[C:4]([N:17]2[CH2:18][CH2:19][CH:20]([C:23](=[O:24])[NH:37][S:34]([CH2:33][C:30]3[CH:31]=[CH:32][C:27]([F:26])=[C:28]([CH3:38])[CH:29]=3)(=[O:36])=[O:35])[CH2:21][CH2:22]2)=[N:5][C:6]([CH:14]([F:16])[F:15])=[C:7]([CH:8]=1)[C:9]([O:11][CH2:12][CH3:13])=[O:10])#[N:2], predict the reactants needed to synthesize it. (3) Given the product [C:1]([C:5]1[CH:9]=[C:8]([NH:10][C:11]2[CH:20]=[C:19]([CH2:29][CH3:30])[CH:18]=[CH:17][C:12]=2[C:13]([O:15][CH3:16])=[O:14])[N:7]([C:22]2[CH:27]=[CH:26][CH:25]=[CH:24][C:23]=2[CH3:28])[N:6]=1)([CH3:4])([CH3:3])[CH3:2], predict the reactants needed to synthesize it. The reactants are: [C:1]([C:5]1[CH:9]=[C:8]([NH:10][C:11]2[CH:20]=[C:19](Cl)[CH:18]=[CH:17][C:12]=2[C:13]([O:15][CH3:16])=[O:14])[N:7]([C:22]2[CH:27]=[CH:26][CH:25]=[CH:24][C:23]=2[CH3:28])[N:6]=1)([CH3:4])([CH3:3])[CH3:2].[CH2:29](B(O)O)[CH3:30].C(P(C(C)(C)C)C(C)(C)C)(C)(C)C.[F-].[K+]. (4) Given the product [CH3:19][C:20]1[CH:21]=[C:22]([C:26]2[C:27]([C:32]([N:1]3[CH2:6][CH2:5][CH2:4][C@@H:3]([NH:7][C:8]([C:10]4[N:17]5[C:13]([S:14][CH:15]=[CH:16]5)=[N:12][C:11]=4[CH3:18])=[O:9])[CH2:2]3)=[O:33])=[CH:28][CH:29]=[CH:30][CH:31]=2)[CH:23]=[CH:24][CH:25]=1, predict the reactants needed to synthesize it. The reactants are: [NH:1]1[CH2:6][CH2:5][CH2:4][C@@H:3]([NH:7][C:8]([C:10]2[N:17]3[C:13]([S:14][CH:15]=[CH:16]3)=[N:12][C:11]=2[CH3:18])=[O:9])[CH2:2]1.[CH3:19][C:20]1[CH:21]=[C:22]([C:26]2[C:27]([C:32](O)=[O:33])=[CH:28][CH:29]=[CH:30][CH:31]=2)[CH:23]=[CH:24][CH:25]=1. (5) Given the product [C:25]([C:24]1[CH:27]=[C:20]([CH:21]=[CH:22][C:23]=1[F:28])[CH2:19][O:18][N:17]=[C:14]1[CH2:13][CH2:12][N:11]([S:8]([C:5]2[CH:4]=[CH:3][C:2]([NH:1][C:36](=[O:38])[CH3:37])=[CH:7][CH:6]=2)(=[O:9])=[O:10])[CH2:16][CH2:15]1)#[N:26], predict the reactants needed to synthesize it. The reactants are: [NH2:1][C:2]1[CH:7]=[CH:6][C:5]([S:8]([N:11]2[CH2:16][CH2:15][C:14](=[N:17][O:18][CH2:19][C:20]3[CH:21]=[CH:22][C:23]([F:28])=[C:24]([CH:27]=3)[C:25]#[N:26])[CH2:13][CH2:12]2)(=[O:10])=[O:9])=[CH:4][CH:3]=1.C(N(CC)CC)C.[C:36](Cl)(=[O:38])[CH3:37].O.